Dataset: TCR-epitope binding with 47,182 pairs between 192 epitopes and 23,139 TCRs. Task: Binary Classification. Given a T-cell receptor sequence (or CDR3 region) and an epitope sequence, predict whether binding occurs between them. (1) The epitope is FLNGSCGSV. The TCR CDR3 sequence is CASPKGDLGYTF. Result: 1 (the TCR binds to the epitope). (2) The TCR CDR3 sequence is CSVASGSNEQFF. The epitope is SSNVANYQK. Result: 1 (the TCR binds to the epitope). (3) The epitope is EILDITPCSF. The TCR CDR3 sequence is CASSLLAGEINEQFF. Result: 1 (the TCR binds to the epitope). (4) The epitope is RLDKVEAEV. The TCR CDR3 sequence is CSVDNRGDSHGYTF. Result: 0 (the TCR does not bind to the epitope).